Task: Predict the reactants needed to synthesize the given product.. Dataset: Full USPTO retrosynthesis dataset with 1.9M reactions from patents (1976-2016) (1) Given the product [F:33][C:30]([F:31])([F:32])[C:28]1[CH:29]=[C:25]([C:24]([F:23])([F:34])[F:35])[N:26]([CH2:2][C:3]2[CH:4]=[C:5]3[C:9](=[CH:10][CH:11]=2)[CH2:8][C@@H:7]([NH:12][S:13]([CH:16]([CH3:18])[CH3:17])(=[O:15])=[O:14])[CH2:6]3)[N:27]=1, predict the reactants needed to synthesize it. The reactants are: O[CH2:2][C:3]1[CH:4]=[C:5]2[C:9](=[CH:10][CH:11]=1)[CH2:8][C@@H:7]([NH:12][S:13]([CH:16]([CH3:18])[CH3:17])(=[O:15])=[O:14])[CH2:6]2.S(Cl)(Cl)=O.[F:23][C:24]([F:35])([F:34])[C:25]1[CH:29]=[C:28]([C:30]([F:33])([F:32])[F:31])[NH:27][N:26]=1.C(=O)([O-])[O-].[K+].[K+]. (2) Given the product [CH3:31][O:32][C:33]1[C:34](=[O:49])[C:35]([C:46]([OH:48])=[O:47])=[CH:36][N:37]2[C:38]=1[C:39](=[O:41])[N:7]1[C@@H:44]([O:45][CH2:4][CH2:3][C@H:2]1[CH3:1])[CH2:43]2, predict the reactants needed to synthesize it. The reactants are: [CH3:1][C@H:2]1[N:7]2C(C3N(C[C@@H]2O[CH2:4][CH2:3]1)C=C(C(NCC1C=CC(F)=CC=1F)=O)C(=O)C=3O)=O.[CH3:31][O:32][C:33]1[C:34](=[O:49])[C:35]([C:46]([OH:48])=[O:47])=[CH:36][N:37]([CH2:43][CH:44]=[O:45])[C:38]=1[C:39]([O:41]C)=O.N[C@H](C)CCO. (3) Given the product [NH2:21][C:17]1[C:18]([F:20])=[CH:19][C:12]([F:11])=[C:13]([CH:16]=1)[C:14]#[N:15], predict the reactants needed to synthesize it. The reactants are: NC1C=C(C=CC=1F)C#N.[F:11][C:12]1[CH:19]=[C:18]([F:20])[C:17]([N+:21]([O-])=O)=[CH:16][C:13]=1[C:14]#[N:15]. (4) Given the product [OH:1][C:2]1([C:8]2[N:9]=[C:10]([C:15]#[N:16])[CH:11]=[CH:12][CH:13]=2)[CH2:7][CH2:6][O:5][CH2:4][CH2:3]1, predict the reactants needed to synthesize it. The reactants are: [OH:1][C:2]1([C:8]2[CH:13]=[CH:12][CH:11]=[CH:10][N+:9]=2[O-])[CH2:7][CH2:6][O:5][CH2:4][CH2:3]1.[CH3:15][N:16](C)C(Cl)=O.C[Si](C#N)(C)C.C(=O)([O-])[O-].[Na+].[Na+]. (5) Given the product [F:21][C:18]1[CH:19]=[CH:20][C:15]([N:8]2[C:7]3[C:2]([CH:25]=[CH2:26])=[CH:3][C:4]([N+:22]([O-:24])=[O:23])=[CH:5][C:6]=3[O:11][C:10]([CH3:13])([CH3:12])[C:9]2=[O:14])=[CH:16][CH:17]=1, predict the reactants needed to synthesize it. The reactants are: Br[C:2]1[C:7]2[N:8]([C:15]3[CH:20]=[CH:19][C:18]([F:21])=[CH:17][CH:16]=3)[C:9](=[O:14])[C:10]([CH3:13])([CH3:12])[O:11][C:6]=2[CH:5]=[C:4]([N+:22]([O-:24])=[O:23])[CH:3]=1.[CH2:25]([Sn](CCCC)(CCCC)C=C)[CH2:26]CC. (6) Given the product [NH:1]1[CH:5]=[C:4]([CH2:6][N:7]2[CH:11]=[C:10]([C:12]([OH:14])=[O:13])[CH:9]=[N:8]2)[N:3]=[N:2]1, predict the reactants needed to synthesize it. The reactants are: [NH:1]1[CH:5]=[C:4]([CH2:6][N:7]2[CH:11]=[C:10]([C:12]([O:14]CC)=[O:13])[CH:9]=[N:8]2)[N:3]=[N:2]1.[OH-].[Li+].